Dataset: NCI-60 drug combinations with 297,098 pairs across 59 cell lines. Task: Regression. Given two drug SMILES strings and cell line genomic features, predict the synergy score measuring deviation from expected non-interaction effect. Drug 2: CC1CCCC2(C(O2)CC(NC(=O)CC(C(C(=O)C(C1O)C)(C)C)O)C(=CC3=CSC(=N3)C)C)C. Drug 1: CC1=C(C(=O)C2=C(C1=O)N3CC4C(C3(C2COC(=O)N)OC)N4)N. Synergy scores: CSS=43.3, Synergy_ZIP=-2.96, Synergy_Bliss=-2.75, Synergy_Loewe=-12.3, Synergy_HSA=-0.570. Cell line: SK-OV-3.